The task is: Predict the reactants needed to synthesize the given product.. This data is from Full USPTO retrosynthesis dataset with 1.9M reactions from patents (1976-2016). (1) Given the product [Cl:22][C:23]1[CH:24]=[C:25]([CH:28]=[C:29]([O:31][C:32]2[C:37](=[O:38])[N:36]([CH2:9][C:6]3[N:7]=[N:8][C:3]([O:2][CH3:1])=[CH:4][CH:5]=3)[CH:35]=[N:34][C:33]=2[C:39]([F:40])([F:41])[F:42])[CH:30]=1)[C:26]#[N:27], predict the reactants needed to synthesize it. The reactants are: [CH3:1][O:2][C:3]1[N:8]=[N:7][C:6]([CH2:9]O)=[CH:5][CH:4]=1.C(OCC)(=O)C.CS(Cl)(=O)=O.[Cl:22][C:23]1[CH:24]=[C:25]([CH:28]=[C:29]([O:31][C:32]2[C:37](=[O:38])[NH:36][CH:35]=[N:34][C:33]=2[C:39]([F:42])([F:41])[F:40])[CH:30]=1)[C:26]#[N:27].CCN(CC)CC.CS(OCC1N=NC(OC)=CC=1)(=O)=O. (2) Given the product [F:3][C:4]1[CH:9]=[CH:8][C:7]([C:10]2[N:11]=[C:12]([CH:16]3[CH2:21][CH2:20][N:19]([C:31]4[N:30]=[CH:29][N:28]=[C:27]5[NH:42][N:43]=[C:33]([CH3:34])[C:32]=45)[CH2:18][CH2:17]3)[N:13]([CH3:15])[CH:14]=2)=[CH:6][C:5]=1[C:22]([F:23])([F:24])[F:25], predict the reactants needed to synthesize it. The reactants are: Cl.Cl.[F:3][C:4]1[CH:9]=[CH:8][C:7]([C:10]2[N:11]=[C:12]([CH:16]3[CH2:21][CH2:20][NH:19][CH2:18][CH2:17]3)[N:13]([CH3:15])[CH:14]=2)=[CH:6][C:5]=1[C:22]([F:25])([F:24])[F:23].Cl[C:27]1[C:32]([C:33](=O)[CH3:34])=[C:31](Cl)[N:30]=[CH:29][N:28]=1.C(O)(C)C.O.[NH2:42][NH2:43]. (3) The reactants are: [OH:1][C:2]12[CH2:11][CH:6]3[CH2:7][CH:8]([CH2:10][CH:4]([C:5]3=O)[CH2:3]1)[CH2:9]2.Cl.[NH2:14][OH:15]. Given the product [OH:1][C:2]12[CH2:11][CH:6]3[CH2:7][CH:8]([CH2:10][CH:4]([C:5]3=[N:14][OH:15])[CH2:3]1)[CH2:9]2, predict the reactants needed to synthesize it. (4) Given the product [Cl:1][C:2]1[CH:7]=[C:6]([C:8]2[CH:13]=[N:12][CH:11]=[C:10]([CH3:14])[N:9]=2)[CH:5]=[CH:4][C:3]=1[C:15]1[C:26](=[O:27])[N:25]([CH2:28][CH2:29][NH:30][C:31](=[O:37])[O:32][C:33]([CH3:34])([CH3:36])[CH3:35])[C:18]2[N:19]=[C:20]([S:23]([CH3:24])=[O:43])[N:21]=[CH:22][C:17]=2[CH:16]=1, predict the reactants needed to synthesize it. The reactants are: [Cl:1][C:2]1[CH:7]=[C:6]([C:8]2[CH:13]=[N:12][CH:11]=[C:10]([CH3:14])[N:9]=2)[CH:5]=[CH:4][C:3]=1[C:15]1[C:26](=[O:27])[N:25]([CH2:28][CH2:29][NH:30][C:31](=[O:37])[O:32][C:33]([CH3:36])([CH3:35])[CH3:34])[C:18]2[N:19]=[C:20]([S:23][CH3:24])[N:21]=[CH:22][C:17]=2[CH:16]=1.ClC1C=C(C=CC=1)C(OO)=[O:43]. (5) Given the product [C:1]12([CH2:11][C:12]([NH:14][C:15]3[CH:24]=[CH:23][CH:22]=[C:21]4[C:16]=3[CH:17]=[CH:18][C:19]([NH:29][CH2:28][CH2:26][OH:27])=[N:20]4)=[O:13])[CH2:10][CH:5]3[CH2:6][CH:7]([CH2:9][CH:3]([CH2:4]3)[CH2:2]1)[CH2:8]2, predict the reactants needed to synthesize it. The reactants are: [C:1]12([CH2:11][C:12]([NH:14][C:15]3[CH:24]=[CH:23][CH:22]=[C:21]4[C:16]=3[CH:17]=[CH:18][C:19](Cl)=[N:20]4)=[O:13])[CH2:10][CH:5]3[CH2:6][CH:7]([CH2:9][CH:3]([CH2:4]3)[CH2:2]1)[CH2:8]2.[CH2:26]([CH2:28][NH2:29])[OH:27].C(=O)([O-])[O-].[K+].[K+]. (6) Given the product [CH3:30][NH:29][S:25]([CH2:24][CH2:23][CH2:22][O:21][C:16]1[CH:17]=[CH:18][CH:19]=[C:20]2[C:15]=1[CH:14]=[CH:13][N:12]2[C:10]1[CH:9]=[CH:8][N:7]=[C:6]([S:5][CH2:1][CH2:2][CH2:3][CH3:4])[N:11]=1)(=[O:27])=[O:26], predict the reactants needed to synthesize it. The reactants are: [CH2:1]([S:5][C:6]1[N:11]=[C:10]([N:12]2[C:20]3[C:15](=[C:16]([O:21][CH2:22][CH2:23][CH2:24][S:25](Cl)(=[O:27])=[O:26])[CH:17]=[CH:18][CH:19]=3)[CH:14]=[CH:13]2)[CH:9]=[CH:8][N:7]=1)[CH2:2][CH2:3][CH3:4].[NH2:29][CH3:30]. (7) The reactants are: [Br:1][C:2]1[CH:7]=[CH:6][C:5]([S:8](Cl)(=[O:10])=[O:9])=[CH:4][CH:3]=1.[CH:12]1[CH:17]=[CH:16][CH:15]=[CH:14][CH:13]=1.[Cl-].[Al+3].[Cl-].[Cl-]. Given the product [Br:1][C:2]1[CH:7]=[CH:6][C:5]([S:8]([C:12]2[CH:17]=[CH:16][CH:15]=[CH:14][CH:13]=2)(=[O:10])=[O:9])=[CH:4][CH:3]=1, predict the reactants needed to synthesize it. (8) Given the product [CH2:3]([C:10]1[CH:11]=[C:12]([C:33]2[CH:38]=[CH:37][C:36]([CH2:39][CH2:58][C:56]([OH:55])=[O:57])=[CH:35][C:34]=2[CH2:43][CH:44]([CH3:46])[CH3:45])[CH:13]=[CH:14][C:15]=1[C:16]1[CH:21]=[CH:20][C:19]([O:22][CH2:59][C:60]([OH:62])=[O:61])=[C:18]([CH2:26][C:27]2[CH:32]=[CH:31][CH:30]=[CH:29][CH:28]=2)[CH:17]=1)[C:4]1[CH:5]=[CH:6][CH:7]=[CH:8][CH:9]=1, predict the reactants needed to synthesize it. The reactants are: [OH-].[Na+].[CH2:3]([C:10]1[CH:11]=[C:12]([C:33]2[CH:38]=[CH:37][C:36]([CH2:39]CC#N)=[CH:35][C:34]=2[CH2:43][CH:44]([CH3:46])[CH3:45])[CH:13]=[CH:14][C:15]=1[C:16]1[CH:21]=[CH:20][C:19]([O:22]CC#N)=[C:18]([CH2:26][C:27]2[CH:32]=[CH:31][CH:30]=[CH:29][CH:28]=2)[CH:17]=1)[C:4]1[CH:9]=[CH:8][CH:7]=[CH:6][CH:5]=1.Cl.C(Cl)Cl.CO.CC[O:55][C:56]([CH3:58])=[O:57].[CH3:59][C:60]([OH:62])=[O:61]. (9) The reactants are: [CH3:1][O:2][C:3]([C:5]1[C:14]2[CH2:13][CH2:12][CH2:11][CH2:10][C:9]=2[CH:8]=[CH:7][C:6]=1[NH:15][S:16]([C:19]1[CH:23]=[CH:22][S:21][C:20]=1[C:24]([O:26]C)=[O:25])(=[O:18])=[O:17])=[O:4].O.O.[OH-].[Li+].Cl. Given the product [CH3:1][O:2][C:3]([C:5]1[C:14]2[CH2:13][CH2:12][CH2:11][CH2:10][C:9]=2[CH:8]=[CH:7][C:6]=1[NH:15][S:16]([C:19]1[CH:23]=[CH:22][S:21][C:20]=1[C:24]([OH:26])=[O:25])(=[O:18])=[O:17])=[O:4], predict the reactants needed to synthesize it.